From a dataset of hERG Central: cardiac toxicity at 1µM, 10µM, and general inhibition. Predict hERG channel inhibition at various concentrations. (1) Results: hERG_inhib (hERG inhibition (general)): blocker. The compound is CCc1ccc(O)c(CNCCNCc2cc(CC)ccc2O)c1. (2) The molecule is Cc1cc(S(=O)(=O)N2CCCC(N(C)CCc3ccccn3)C2)c(C)cc1Cl. Results: hERG_inhib (hERG inhibition (general)): blocker. (3) The molecule is CC1C(=O)N2CCCc3cc(S(=O)(=O)N4CCN(c5ccc(F)cc5)CC4)cc1c32. Results: hERG_inhib (hERG inhibition (general)): blocker. (4) The compound is COc1ccc(C)cc1Nc1c2c(nc3ccccc13)CCC2. Results: hERG_inhib (hERG inhibition (general)): blocker. (5) The drug is CCOC(=O)c1sc(NC(=O)CCN2CCN(CC)CC2)c(C(=O)OCC)c1C. Results: hERG_inhib (hERG inhibition (general)): blocker. (6) The molecule is CN1CCN(/N=C/c2ccc(-c3ccc([N+](=O)[O-])cc3)o2)CC1. Results: hERG_inhib (hERG inhibition (general)): blocker. (7) The compound is O=C(C1=C[C@H](c2coc3ccccc3c2=O)C[C@H](OCCCCO)O1)N1CCN(Cc2ccccc2)CC1. Results: hERG_inhib (hERG inhibition (general)): blocker. (8) The molecule is COc1ccc(NC(=O)C/C(C)=N/NC(=O)c2ccncc2)c([N+](=O)[O-])c1. Results: hERG_inhib (hERG inhibition (general)): blocker.